Dataset: Full USPTO retrosynthesis dataset with 1.9M reactions from patents (1976-2016). Task: Predict the reactants needed to synthesize the given product. (1) Given the product [CH3:21][CH:19]([O:18][C:16]([C:6]1[C:7]2[NH:8][C:9]3[CH:10]=[CH:11][CH:12]=[CH:13][C:14]=3[C:15]=2[C:2]([CH3:38])([CH3:1])[CH2:3][N:4]([C:22]([C:24]2[CH:29]=[CH:28][CH:27]=[C:26]([OH:30])[CH:25]=2)=[O:23])[CH:5]=1)=[O:17])[CH3:20], predict the reactants needed to synthesize it. The reactants are: [CH3:1][C:2]1([CH3:38])[C:15]2[C:14]3[CH:13]=[CH:12][CH:11]=[CH:10][C:9]=3[NH:8][C:7]=2[C:6]([C:16]([O:18][CH:19]([CH3:21])[CH3:20])=[O:17])=[CH:5][N:4]([C:22]([C:24]2[CH:29]=[CH:28][CH:27]=[C:26]([O:30]CC3C=CC=CC=3)[CH:25]=2)=[O:23])[CH2:3]1. (2) Given the product [CH:14]1([CH2:13][S:10]([C@H:8]2[CH2:7][N:6]([C:17]3[N:18]([C:23]4[CH:28]=[CH:27][C:26]([C:29]([F:32])([F:30])[F:31])=[CH:25][CH:24]=4)[N:19]=[C:20]([CH3:22])[CH:21]=3)[C@H:5]([C:3]([OH:4])=[O:2])[CH2:9]2)(=[O:11])=[O:12])[CH2:16][CH2:15]1, predict the reactants needed to synthesize it. The reactants are: C[O:2][C:3]([C@@H:5]1[CH2:9][C@@H:8]([S:10]([CH2:13][CH:14]2[CH2:16][CH2:15]2)(=[O:12])=[O:11])[CH2:7][N:6]1[C:17]1[N:18]([C:23]2[CH:28]=[CH:27][C:26]([C:29]([F:32])([F:31])[F:30])=[CH:25][CH:24]=2)[N:19]=[C:20]([CH3:22])[CH:21]=1)=[O:4].[OH-].[Li+].